This data is from Reaction yield outcomes from USPTO patents with 853,638 reactions. The task is: Predict the reaction yield, written as a fraction of the theoretical maximum amount of product (1.0 means a 100% yield; for example, 0.34 means a 34% yield). (1) The reactants are [F:1][C:2]1[C:7](F)=[CH:6][C:5]([NH2:9])=[C:4]([N+:10]([O-:12])=[O:11])[CH:3]=1.C(=O)([O-])[O-].[K+].[K+].[CH2:19]([SH:22])[CH2:20][CH3:21]. The catalyst is CN(C=O)C. The product is [F:1][C:2]1[C:7]([S:22][CH2:19][CH2:20][CH3:21])=[CH:6][C:5]([NH2:9])=[C:4]([N+:10]([O-:12])=[O:11])[CH:3]=1. The yield is 0.980. (2) The reactants are [CH3:1][O:2][C:3]([C:5]1[CH:9]=[C:8]([C:10]2[CH:15]=[CH:14][CH:13]=[C:12](Br)[CH:11]=2)[O:7][N:6]=1)=[O:4].CC1C=CC=CC=1P(C1C=CC=CC=1C)C1C=CC=CC=1C.[CH3:39][CH:40]([OH:43])[CH:41]=[CH2:42].C(N(CC)CC)C. The catalyst is CN(C)C=O.CC([O-])=O.CC([O-])=O.[Pd+2]. The product is [CH3:1][O:2][C:3]([C:5]1[CH:9]=[C:8]([C:10]2[CH:15]=[CH:14][CH:13]=[C:12]([CH2:42][CH2:41][C:40](=[O:43])[CH3:39])[CH:11]=2)[O:7][N:6]=1)=[O:4]. The yield is 0.590. (3) The reactants are [F:1][C:2]([F:14])([CH3:13])[CH2:3][O:4][C:5]1[C:10]([C:11]#[N:12])=[CH:9][N:8]=[CH:7][N:6]=1. The catalyst is C1COCC1.[Ni]. The product is [F:14][C:2]([F:1])([CH3:13])[CH2:3][O:4][C:5]1[C:10]([CH2:11][NH2:12])=[CH:9][N:8]=[CH:7][N:6]=1. The yield is 0.370.